From a dataset of Peptide-MHC class I binding affinity with 185,985 pairs from IEDB/IMGT. Regression. Given a peptide amino acid sequence and an MHC pseudo amino acid sequence, predict their binding affinity value. This is MHC class I binding data. (1) The peptide sequence is RLFYTFFSY. The MHC is HLA-A02:02 with pseudo-sequence HLA-A02:02. The binding affinity (normalized) is 0.200. (2) The peptide sequence is TPQDLNSML. The MHC is HLA-B07:02 with pseudo-sequence HLA-B07:02. The binding affinity (normalized) is 0.488. (3) The peptide sequence is ITMSAEVAELY. The MHC is Mamu-B01 with pseudo-sequence Mamu-B01. The binding affinity (normalized) is 0. (4) The peptide sequence is STPEPLNDV. The MHC is Mamu-A01 with pseudo-sequence Mamu-A01. The binding affinity (normalized) is 1.00. (5) The peptide sequence is AEFWDVFLS. The MHC is HLA-A69:01 with pseudo-sequence HLA-A69:01. The binding affinity (normalized) is 0.0847. (6) The peptide sequence is RTELTYLQY. The MHC is Mamu-A02 with pseudo-sequence Mamu-A02. The binding affinity (normalized) is 0.792. (7) The peptide sequence is KALGPAATL. The MHC is HLA-A02:06 with pseudo-sequence HLA-A02:06. The binding affinity (normalized) is 0.327. (8) The peptide sequence is FVNEKYCIIK. The MHC is HLA-A11:01 with pseudo-sequence HLA-A11:01. The binding affinity (normalized) is 0.499.